From a dataset of Full USPTO retrosynthesis dataset with 1.9M reactions from patents (1976-2016). Predict the reactants needed to synthesize the given product. (1) Given the product [C:36]([C:34]1[CH:35]=[C:31]([NH:30][C:29]([NH:1][C@@H:2]2[C:11]3[C:6](=[CH:7][CH:8]=[CH:9][CH:10]=3)[C@H:5]([O:12][C:13]3[CH:14]=[CH:15][C:16]4[N:17]([C:19]([N:22]([CH3:24])[CH3:23])=[N:20][N:21]=4)[CH:18]=3)[CH2:4][CH2:3]2)=[O:28])[N:32]([C:40]2[CH:45]=[CH:44][C:43]([CH3:46])=[CH:42][CH:41]=2)[N:33]=1)([CH3:39])([CH3:37])[CH3:38], predict the reactants needed to synthesize it. The reactants are: [NH2:1][C@@H:2]1[C:11]2[C:6](=[CH:7][CH:8]=[CH:9][CH:10]=2)[C@H:5]([O:12][C:13]2[CH:14]=[CH:15][C:16]3[N:17]([C:19]([N:22]([CH3:24])[CH3:23])=[N:20][N:21]=3)[CH:18]=2)[CH2:4][CH2:3]1.ClC(Cl)(Cl)C[O:28][C:29](=O)[NH:30][C:31]1[N:32]([C:40]2[CH:45]=[CH:44][C:43]([CH3:46])=[CH:42][CH:41]=2)[N:33]=[C:34]([C:36]([CH3:39])([CH3:38])[CH3:37])[CH:35]=1.CCN(C(C)C)C(C)C.N. (2) Given the product [F:25][C:26]1[CH:31]=[CH:30][C:29]([C:2]2[N:7]=[C:6]([N:8]([CH3:24])[C:9]3[CH:14]=[CH:13][N:12]=[C:11]([NH:15][CH2:16][CH2:17][C:18]4[CH:19]=[N:20][CH:21]=[CH:22][CH:23]=4)[N:10]=3)[CH:5]=[CH:4][N:3]=2)=[CH:28][CH:27]=1, predict the reactants needed to synthesize it. The reactants are: Cl[C:2]1[N:7]=[C:6]([N:8]([CH3:24])[C:9]2[CH:14]=[CH:13][N:12]=[C:11]([NH:15][CH2:16][CH2:17][C:18]3[CH:19]=[N:20][CH:21]=[CH:22][CH:23]=3)[N:10]=2)[CH:5]=[CH:4][N:3]=1.[F:25][C:26]1[CH:31]=[CH:30][C:29](B(O)O)=[CH:28][CH:27]=1.C(=O)([O-])[O-].[Na+].[Na+].CCO. (3) Given the product [CH:20]1([NH:23][C:3]([C:5]2[CH:10]=[CH:9][C:8]([Br:11])=[CH:7][N:6]=2)=[O:4])[CH2:22][CH2:21]1, predict the reactants needed to synthesize it. The reactants are: CO[C:3]([C:5]1[CH:10]=[CH:9][C:8]([Br:11])=[CH:7][N:6]=1)=[O:4].[Li+].[OH-].C(Cl)(=O)C(Cl)=O.[CH:20]1([NH2:23])[CH2:22][CH2:21]1. (4) The reactants are: Cl.[CH3:2][S:3]([NH:6][CH2:7][C:8]1[CH:9]=[C:10]([CH:14]=[CH:15][C:16]=1[O:17][CH2:18][CH2:19][N:20]1[CH2:25][CH2:24][O:23][CH2:22][CH2:21]1)[C:11]([OH:13])=[O:12])(=[O:5])=[O:4].C1N=CN(C(N2C=NC=C2)=O)C=1.[CH2:38](O)[CH:39]=[CH2:40]. Given the product [CH3:2][S:3]([NH:6][CH2:7][C:8]1[CH:9]=[C:10]([CH:14]=[CH:15][C:16]=1[O:17][CH2:18][CH2:19][N:20]1[CH2:21][CH2:22][O:23][CH2:24][CH2:25]1)[C:11]([O:13][CH2:40][CH:39]=[CH2:38])=[O:12])(=[O:4])=[O:5], predict the reactants needed to synthesize it. (5) Given the product [C:1]([O:7][C@H:32]([C:12]1[CH:11]=[CH:10][CH:9]=[CH:8][CH:13]=1)[CH2:33][NH:34][C:29](=[O:31])[CH2:24][CH2:25][CH:26]=[CH2:27])(=[O:6])[CH2:2][CH2:3][CH:4]=[CH2:5], predict the reactants needed to synthesize it. The reactants are: [C:1]([OH:7])(=[O:6])[CH2:2][CH2:3][CH:4]=[CH2:5].[CH:8]1[CH:9]=[CH:10][C:11]2N(O)N=N[C:12]=2[CH:13]=1.C(Cl)CCl.NC1C=[CH:27][CH:26]=[CH:25][C:24]=1[C@H:29]([OH:31])C.[CH3:32][CH2:33][N:34](C(C)C)C(C)C.